From a dataset of Full USPTO retrosynthesis dataset with 1.9M reactions from patents (1976-2016). Predict the reactants needed to synthesize the given product. (1) Given the product [CH2:1]([NH:4][C:5](=[O:13])[C:6]1[CH:11]=[CH:10][CH:9]=[C:8]([C:14]2[CH:19]=[CH:18][CH:17]=[CH:16][CH:15]=2)[CH:7]=1)[CH2:2][CH3:3], predict the reactants needed to synthesize it. The reactants are: [CH2:1]([NH:4][C:5](=[O:13])[C:6]1[CH:11]=[CH:10][CH:9]=[C:8](Br)[CH:7]=1)[CH2:2][CH3:3].[C:14]1(B(O)O)[CH:19]=[CH:18][CH:17]=[CH:16][CH:15]=1. (2) Given the product [CH2:26]([N:10]1[C:9]2[N:8]=[C:7]([CH2:6][C:5]3[CH:4]=[CH:3][C:2]([NH:1][S:42]([C:36]4[CH:37]=[CH:38][C:39]([O:40][CH3:41])=[C:34]([O:33][CH3:32])[CH:35]=4)(=[O:44])=[O:43])=[CH:31][CH:30]=3)[NH:15][C:14]=2[C:13](=[O:16])[N:12]([CH2:17][C:18]2[CH:23]=[CH:22][CH:21]=[CH:20][C:19]=2[F:24])[C:11]1=[O:25])[CH2:27][CH2:28][CH3:29], predict the reactants needed to synthesize it. The reactants are: [NH2:1][C:2]1[CH:31]=[CH:30][C:5]([CH2:6][C:7]2[NH:15][C:14]3[C:13](=[O:16])[N:12]([CH2:17][C:18]4[CH:23]=[CH:22][CH:21]=[CH:20][C:19]=4[F:24])[C:11](=[O:25])[N:10]([CH2:26][CH2:27][CH2:28][CH3:29])[C:9]=3[N:8]=2)=[CH:4][CH:3]=1.[CH3:32][O:33][C:34]1[CH:35]=[C:36]([S:42](Cl)(=[O:44])=[O:43])[CH:37]=[CH:38][C:39]=1[O:40][CH3:41]. (3) The reactants are: [N:1]1([C:10]2[S:14][C:13]([C:15]([NH2:17])=O)=[C:12]([O:18][CH2:19][C:20]3[CH:25]=[CH:24][CH:23]=[CH:22][C:21]=3[CH3:26])[CH:11]=2)[C:5]2[CH:6]=[CH:7][CH:8]=[CH:9][C:4]=2[N:3]=[CH:2]1.FC(F)(F)C(OC(=O)C(F)(F)F)=O.ClCCl. Given the product [N:1]1([C:10]2[S:14][C:13]([C:15]#[N:17])=[C:12]([O:18][CH2:19][C:20]3[CH:25]=[CH:24][CH:23]=[CH:22][C:21]=3[CH3:26])[CH:11]=2)[C:5]2[CH:6]=[CH:7][CH:8]=[CH:9][C:4]=2[N:3]=[CH:2]1, predict the reactants needed to synthesize it. (4) Given the product [F:27][C:28]([F:39])([F:38])[C:29]1[CH:30]=[C:31]([C:10]2[CH:2]=[C:3]3[C:7](=[CH:8][CH:9]=2)[CH:6]([O:11][C:12]2[CH:13]=[CH:14][C:15]([C@@H:18]([C:24]#[C:25][CH3:26])[CH2:19][C:20]([O:22][CH3:23])=[O:21])=[CH:16][CH:17]=2)[CH2:5][CH2:4]3)[CH:32]=[CH:33][CH:34]=1, predict the reactants needed to synthesize it. The reactants are: Br[C:2]1[CH:10]=[CH:9][CH:8]=[C:7]2[C:3]=1[CH2:4][CH2:5][CH:6]2[O:11][C:12]1[CH:17]=[CH:16][C:15]([C@@H:18]([C:24]#[C:25][CH3:26])[CH2:19][C:20]([O:22][CH3:23])=[O:21])=[CH:14][CH:13]=1.[F:27][C:28]([F:39])([F:38])[C:29]1[CH:34]=[CH:33][C:32](B(O)O)=[CH:31][CH:30]=1.[F-].[Cs+]. (5) Given the product [ClH:13].[Br:4][C:5]1[CH:12]=[CH:11][C:8]([C:9](=[NH:14])[NH2:10])=[CH:7][CH:6]=1, predict the reactants needed to synthesize it. The reactants are: C[O-].[Na+].[Br:4][C:5]1[CH:12]=[CH:11][C:8]([C:9]#[N:10])=[CH:7][CH:6]=1.[Cl-:13].[NH4+:14]. (6) Given the product [Si:8]([O:15][CH2:16]/[CH:17]=[N:7]\[S@:5]([C:2]([CH3:4])([CH3:3])[CH3:1])=[O:6])([C:11]([CH3:14])([CH3:13])[CH3:12])([CH3:10])[CH3:9], predict the reactants needed to synthesize it. The reactants are: [CH3:1][C:2]([S@@:5]([NH2:7])=[O:6])([CH3:4])[CH3:3].[Si:8]([O:15][CH2:16][CH:17]=O)([C:11]([CH3:14])([CH3:13])[CH3:12])([CH3:10])[CH3:9]. (7) The reactants are: [CH3:1][O:2][C:3]1[CH:11]=[C:10]([C:12]([F:15])([F:14])[F:13])[CH:9]=[C:8]([S:16][CH3:17])[C:4]=1[C:5]([OH:7])=O.C(N(CC)C(C)C)(C)C.F[P-](F)(F)(F)(F)F.N1(OC(N(C)C)=[N+](C)C)C2N=CC=CC=2N=N1.[NH2:51][CH:52]1[CH2:57][CH2:56][CH2:55][CH2:54][C:53]1=[O:58]. Given the product [CH3:1][O:2][C:3]1[CH:11]=[C:10]([C:12]([F:15])([F:14])[F:13])[CH:9]=[C:8]([S:16][CH3:17])[C:4]=1[C:5]([NH:51][CH:52]1[CH2:57][CH2:56][CH2:55][CH2:54][C:53]1=[O:58])=[O:7], predict the reactants needed to synthesize it.